Dataset: Full USPTO retrosynthesis dataset with 1.9M reactions from patents (1976-2016). Task: Predict the reactants needed to synthesize the given product. (1) The reactants are: [O:1]1[CH2:6][CH2:5][N:4]([C:7]2[C:8]3[N:9]([CH:13]=[C:14](/[CH:16]=[CH:17]/[C:18]4[CH:27]=[C:26]([C:28]([OH:30])=[O:29])[C:25]5[C:20](=[CH:21][CH:22]=[CH:23][CH:24]=5)[N:19]=4)[N:15]=3)[CH:10]=[CH:11][N:12]=2)[CH2:3][CH2:2]1.C[O-].[Na+:33]. Given the product [Na+:33].[O:1]1[CH2:6][CH2:5][N:4]([C:7]2[C:8]3[N:9]([CH:13]=[C:14](/[CH:16]=[CH:17]/[C:18]4[CH:27]=[C:26]([C:28]([O-:30])=[O:29])[C:25]5[C:20](=[CH:21][CH:22]=[CH:23][CH:24]=5)[N:19]=4)[N:15]=3)[CH:10]=[CH:11][N:12]=2)[CH2:3][CH2:2]1, predict the reactants needed to synthesize it. (2) Given the product [F:48][C:46]([F:47])([F:49])[C:41]([C:38]1[CH:39]=[CH:40][C:35]([N:32]2[CH2:33][CH2:34][N:29]([C:27](=[O:28])[CH2:26][N:13]3[C:12](=[O:17])[C@:11]([C:8]4[CH:7]=[CH:6][C:5]([O:4][CH:2]([CH3:1])[CH3:3])=[CH:10][CH:9]=4)([CH3:18])[NH:15][C:14]3=[O:16])[CH2:30][CH:31]2[CH3:57])=[C:36](/[CH:54]=[CH:55]\[CH3:56])[CH:37]=1)([OH:50])[C:42]([F:45])([F:44])[F:43], predict the reactants needed to synthesize it. The reactants are: [CH3:1][CH:2]([O:4][C:5]1[CH:10]=[CH:9][C:8]([C:11]2([CH3:18])[NH:15][C:14](=[O:16])[NH:13][C:12]2=[O:17])=[CH:7][CH:6]=1)[CH3:3].C(=O)([O-])[O-].[K+].[K+].Br[CH2:26][C:27]([N:29]1[CH2:34][CH2:33][N:32]([C:35]2[CH:40]=[CH:39][C:38]([C:41]([O:50]COC)([C:46]([F:49])([F:48])[F:47])[C:42]([F:45])([F:44])[F:43])=[CH:37][C:36]=2/[CH:54]=[CH:55]\[CH3:56])[C@H:31]([CH3:57])[CH2:30]1)=[O:28].Cl.C(OCC)(=O)C. (3) Given the product [CH3:1][O:2]/[N:3]=[C:4]1\[CH2:5][N:6]([C:11]2[N:16]=[C:15]3[N:17]([CH:25]4[CH2:27][CH2:26]4)[CH:18]=[C:19]([C:22]([OH:24])=[O:23])[C:20](=[O:21])[C:14]3=[CH:13][C:12]=2[F:28])[CH2:7][CH:8]\1[CH2:9][NH2:10].[CH:22]([O-:24])=[O:23], predict the reactants needed to synthesize it. The reactants are: [CH3:1][O:2]/[N:3]=[C:4]1\[CH2:5][N:6]([C:11]2[N:16]=[C:15]3[N:17]([CH:25]4[CH2:27][CH2:26]4)[CH:18]=[C:19]([C:22]([OH:24])=[O:23])[C:20](=[O:21])[C:14]3=[CH:13][C:12]=2[F:28])[CH2:7][CH:8]\1[CH2:9][NH2:10].C(Cl)Cl.C(O)C. (4) Given the product [C:28]([O:32][C:33]([NH:35][C@@H:36]([CH2:40][C:41]1[CH:42]=[CH:43][C:44]([O:47][S:48]([CH3:51])(=[O:50])=[O:49])=[CH:45][CH:46]=1)[C:37]([O:10][C@H:9]([C:11]1[CH:16]=[CH:15][C:14]([O:17][CH:18]([F:20])[F:19])=[C:13]([O:21][CH2:22][CH:23]2[CH2:25][CH2:24]2)[CH:12]=1)[CH2:8][C:7]1[C:6]([Cl:26])=[CH:5][N+:4]([O-:27])=[CH:3][C:2]=1[Cl:1])=[O:38])=[O:34])([CH3:30])([CH3:31])[CH3:29], predict the reactants needed to synthesize it. The reactants are: [Cl:1][C:2]1[CH:3]=[N+:4]([O-:27])[CH:5]=[C:6]([Cl:26])[C:7]=1[CH2:8][C@@H:9]([C:11]1[CH:16]=[CH:15][C:14]([O:17][CH:18]([F:20])[F:19])=[C:13]([O:21][CH2:22][CH:23]2[CH2:25][CH2:24]2)[CH:12]=1)[OH:10].[C:28]([O:32][C:33]([NH:35][C@@H:36]([CH2:40][C:41]1[CH:46]=[CH:45][C:44]([O:47][S:48]([CH3:51])(=[O:50])=[O:49])=[CH:43][CH:42]=1)[C:37](O)=[O:38])=[O:34])([CH3:31])([CH3:30])[CH3:29].C(Cl)CCl. (5) Given the product [CH2:2]([NH:4][C:5](=[O:52])[NH:6][C:7]1[N:12]=[CH:11][C:10]([C:13]2[CH:14]=[C:15]3[C:20](=[CH:21][CH:22]=2)[N:19]([CH2:23][C@@H:24]2[CH2:28][CH2:27][N:26]([CH2:29][CH2:30][N:31]4[CH2:36][CH2:35][N:34]([CH3:53])[CH2:33][CH2:32]4)[CH2:25]2)[CH:18]=[C:17]([C:37]([O:39][CH2:40][CH3:41])=[O:38])[C:16]3=[O:42])=[C:9]([C:43]2[S:44][CH:45]=[C:46]([C:48]([F:49])([F:50])[F:51])[N:47]=2)[CH:8]=1)[CH3:3], predict the reactants needed to synthesize it. The reactants are: Cl.[CH2:2]([NH:4][C:5](=[O:52])[NH:6][C:7]1[N:12]=[CH:11][C:10]([C:13]2[CH:14]=[C:15]3[C:20](=[CH:21][CH:22]=2)[N:19]([CH2:23][C@@H:24]2[CH2:28][CH2:27][N:26]([CH2:29][CH2:30][N:31]4[CH2:36][CH2:35][NH:34][CH2:33][CH2:32]4)[CH2:25]2)[CH:18]=[C:17]([C:37]([O:39][CH2:40][CH3:41])=[O:38])[C:16]3=[O:42])=[C:9]([C:43]2[S:44][CH:45]=[C:46]([C:48]([F:51])([F:50])[F:49])[N:47]=2)[CH:8]=1)[CH3:3].[C:53]([BH3-])#N.C=O. (6) Given the product [Br:1][C:2]1[CH:18]=[N:17][C:5]2=[N:6][C:7]([C:11]3[CH:16]=[CH:15][CH:14]=[CH:13][CH:12]=3)=[C:8]([Cl:21])[N:9]=[C:4]2[CH:3]=1, predict the reactants needed to synthesize it. The reactants are: [Br:1][C:2]1[CH:18]=[N:17][C:5]2[N:6]=[C:7]([C:11]3[CH:16]=[CH:15][CH:14]=[CH:13][CH:12]=3)[C:8](=O)[NH:9][C:4]=2[CH:3]=1.P(Cl)(Cl)([Cl:21])=O.C([O-])(O)=O.[Na+].